Dataset: HIV replication inhibition screening data with 41,000+ compounds from the AIDS Antiviral Screen. Task: Binary Classification. Given a drug SMILES string, predict its activity (active/inactive) in a high-throughput screening assay against a specified biological target. (1) The result is 0 (inactive). The drug is CC(C)OC(=O)C1(C(C)C)CCc2ccc(C(=O)CCC(=O)O)cc21. (2) The molecule is Cc1ccc2[nH]c3c(c2c1)C1CCC(C(C)(C)C)CC1C1C(=O)N(c2ccc4c(c2)OCO4)C(=O)C31. The result is 0 (inactive). (3) The drug is NP(=O)(OCC1=CC(=O)c2ccccc2C1=O)N(CCBr)CCBr. The result is 0 (inactive). (4) The molecule is N=C(Nc1ccccc1)C(F)(F)F. The result is 0 (inactive).